This data is from Reaction yield outcomes from USPTO patents with 853,638 reactions. The task is: Predict the reaction yield, written as a fraction of the theoretical maximum amount of product (1.0 means a 100% yield; for example, 0.34 means a 34% yield). (1) The reactants are [C:1]([O:9][CH:10]([CH2:52][OH:53])[CH2:11][O:12][C@H:13]1[O:42][C@H:41]([CH2:43][O:44][CH2:45][C:46]2[CH:51]=[CH:50][CH:49]=[CH:48][CH:47]=2)[C@H:32]([O:33][CH2:34][C:35]2[CH:40]=[CH:39][CH:38]=[CH:37][CH:36]=2)[C@H:23]([O:24][CH2:25][C:26]2[CH:31]=[CH:30][CH:29]=[CH:28][CH:27]=2)[C@H:14]1[O:15][CH2:16][C:17]1[CH:22]=[CH:21][CH:20]=[CH:19][CH:18]=1)(=[O:8])[C:2]1[CH:7]=[CH:6][CH:5]=[CH:4][CH:3]=1.[C:54]([O-:57])(O)=O.[Na+]. The catalyst is CCOCC. The product is [C:1]([O:9][CH:10]([CH2:52][O:53][C@H:13]1[O:42][C@H:41]([CH2:43][O:57][CH2:54][C:7]2[CH:2]=[CH:3][CH:4]=[CH:5][CH:6]=2)[C@H:32]([O:33][CH2:34][C:35]2[CH:40]=[CH:39][CH:38]=[CH:37][CH:36]=2)[C@H:23]([O:24][CH2:25][C:26]2[CH:31]=[CH:30][CH:29]=[CH:28][CH:27]=2)[C@H:14]1[O:15][CH2:16][C:17]1[CH:18]=[CH:19][CH:20]=[CH:21][CH:22]=1)[CH2:11][O:12][C@H:13]1[O:42][C@H:41]([CH2:43][O:44][CH2:45][C:46]2[CH:47]=[CH:48][CH:49]=[CH:50][CH:51]=2)[C@H:32]([O:33][CH2:34][C:35]2[CH:36]=[CH:37][CH:38]=[CH:39][CH:40]=2)[C@H:23]([O:24][CH2:25][C:26]2[CH:31]=[CH:30][CH:29]=[CH:28][CH:27]=2)[C@H:14]1[O:15][CH2:16][C:17]1[CH:18]=[CH:19][CH:20]=[CH:21][CH:22]=1)(=[O:8])[C:2]1[CH:3]=[CH:4][CH:5]=[CH:6][CH:7]=1. The yield is 0.610. (2) The reactants are [CH:1]1([CH2:6][N:7]([CH2:18][CH3:19])[C:8]2[C:13]([C:14]#N)=[CH:12][CH:11]=[C:10]([CH2:16][CH3:17])[N:9]=2)[CH2:5][CH2:4][CH2:3][CH2:2]1.[H-].C([Al+]CC(C)C)C(C)C.[OH-:30].[Na+]. The catalyst is ClCCl. The product is [CH:1]1([CH2:6][N:7]([CH2:18][CH3:19])[C:8]2[N:9]=[C:10]([CH2:16][CH3:17])[CH:11]=[CH:12][C:13]=2[CH:14]=[O:30])[CH2:5][CH2:4][CH2:3][CH2:2]1. The yield is 0.480. (3) The reactants are [NH2:1][C:2]1[C:3]([C:14]2[CH:22]=[CH:21][C:17]([C:18]([OH:20])=O)=[C:16]([F:23])[CH:15]=2)=[N:4][C:5]([CH:8]2[CH2:13][CH2:12][O:11][CH2:10][CH2:9]2)=[CH:6][N:7]=1.C1C=NC2N(O)N=NC=2C=1.C(Cl)CCl.[NH2:38][C@@H:39]([C:55]1[CH:60]=[CH:59][CH:58]=[C:57]([Cl:61])[CH:56]=1)[CH2:40][N:41]([CH3:54])[S:42]([C:45]1[CH:50]=[CH:49][CH:48]=[CH:47][C:46]=1[N+:51]([O-:53])=[O:52])(=[O:44])=[O:43]. The catalyst is CN(C=O)C.CCOC(C)=O. The product is [NH2:1][C:2]1[C:3]([C:14]2[CH:22]=[CH:21][C:17]([C:18]([NH:38][C@@H:39]([C:55]3[CH:60]=[CH:59][CH:58]=[C:57]([Cl:61])[CH:56]=3)[CH2:40][N:41]([CH3:54])[S:42]([C:45]3[CH:50]=[CH:49][CH:48]=[CH:47][C:46]=3[N+:51]([O-:53])=[O:52])(=[O:43])=[O:44])=[O:20])=[C:16]([F:23])[CH:15]=2)=[N:4][C:5]([CH:8]2[CH2:9][CH2:10][O:11][CH2:12][CH2:13]2)=[CH:6][N:7]=1. The yield is 0.820. (4) The reactants are [F:1][C:2]1[C:3]([C:11]2[CH:16]=[CH:15][CH:14]=[CH:13][N:12]=2)=[C:4]([NH:9][CH3:10])[C:5]([NH2:8])=[CH:6][CH:7]=1.[NH:17]([C:23]([O:25][C:26]([CH3:29])([CH3:28])[CH3:27])=[O:24])[C@H:18]([C:20](O)=O)[CH3:19].C1C=NC2N(O)N=NC=2C=1.C(Cl)CCl. The catalyst is C(Cl)Cl. The product is [C:26]([O:25][C:23](=[O:24])[NH:17][C@H:18]([C:20]1[N:9]([CH3:10])[C:4]2[C:3]([C:11]3[CH:16]=[CH:15][CH:14]=[CH:13][N:12]=3)=[C:2]([F:1])[CH:7]=[CH:6][C:5]=2[N:8]=1)[CH3:19])([CH3:29])([CH3:28])[CH3:27]. The yield is 0.240.